Task: Predict the reactants needed to synthesize the given product.. Dataset: Full USPTO retrosynthesis dataset with 1.9M reactions from patents (1976-2016) (1) Given the product [N:9]([CH:2]1[CH2:7][CH2:6][CH2:5][NH:4][C:3]1=[O:8])=[N+:10]=[N-:11], predict the reactants needed to synthesize it. The reactants are: Br[CH:2]1[CH2:7][CH2:6][CH2:5][NH:4][C:3]1=[O:8].[N-:9]=[N+:10]=[N-:11].[Na+].O. (2) The reactants are: [C:1]([N:8]1[CH2:16][CH2:15][CH:11]([C:12](O)=O)[CH2:10][CH2:9]1)([O:3]C(C)(C)C)=O.N1CC[CH:20]([C:21](O)=[O:22])CC1.[CH3:26]N1CCOCC1.ClC(OCC(C)C)=O.[NH2:41][C:42]1[N:43]=[CH:44][C:45](/[C:57](=[N:59]/[NH2:60])/[NH2:58])=[N:46][C:47]=1[C:48]1[O:49][C:50]([C:53]([CH3:56])([CH3:55])[CH3:54])=[N:51][N:52]=1. Given the product [NH2:41][C:42]1[N:43]=[CH:44][C:45]([C:57]2[N:59]([CH3:26])[N:60]=[C:12]([CH:11]3[CH2:10][CH2:9][N:8]([C:1](=[O:3])[CH2:20][CH2:21][OH:22])[CH2:16][CH2:15]3)[N:58]=2)=[N:46][C:47]=1[C:48]1[O:49][C:50]([C:53]([CH3:54])([CH3:55])[CH3:56])=[N:51][N:52]=1, predict the reactants needed to synthesize it. (3) Given the product [Cl:25][C:26]1[CH:27]=[CH:28][C:29]2[N:33]=[C:32]([C@@H:34]([NH:38][C:2]3[C:3]4[S:23](=[O:24])[CH2:22][CH2:21][C:4]=4[N:5]=[C:6]([N:8]4[CH2:13][CH2:12][N:11]([C:14]5[CH:19]=[CH:18][C:17]([Cl:20])=[CH:16][CH:15]=5)[CH2:10][CH2:9]4)[N:7]=3)[C@H:35]([OH:36])[CH3:40])[NH:31][C:30]=2[CH:39]=1, predict the reactants needed to synthesize it. The reactants are: Cl[C:2]1[C:3]2[S:23](=[O:24])[CH2:22][CH2:21][C:4]=2[N:5]=[C:6]([N:8]2[CH2:13][CH2:12][N:11]([C:14]3[CH:19]=[CH:18][C:17]([Cl:20])=[CH:16][CH:15]=3)[CH2:10][CH2:9]2)[N:7]=1.[Cl:25][C:26]1[CH:27]=[CH:28][C:29]2[N:33]=[C:32]([C@@H:34]([NH2:38])[CH2:35][O:36]C)[NH:31][C:30]=2[CH:39]=1.[CH:40](N(C(C)C)CC)(C)C.O. (4) Given the product [CH3:1][O:2][C:3]1[CH:4]=[C:5]2[C:10](=[CH:11][C:12]=1[O:13][CH3:14])[N:9]=[CH:8][CH:7]=[C:6]2[O:15][C:16]1[CH:22]=[CH:21][C:19]([NH:20][C:28]([NH:40][CH2:36][CH:37]([CH3:39])[CH3:38])=[O:34])=[C:18]([F:23])[CH:17]=1, predict the reactants needed to synthesize it. The reactants are: [CH3:1][O:2][C:3]1[CH:4]=[C:5]2[C:10](=[CH:11][C:12]=1[O:13][CH3:14])[N:9]=[CH:8][CH:7]=[C:6]2[O:15][C:16]1[CH:22]=[CH:21][C:19]([NH2:20])=[C:18]([F:23])[CH:17]=1.ClC(Cl)(O[C:28](=[O:34])OC(Cl)(Cl)Cl)Cl.[CH2:36]([NH2:40])[CH:37]([CH3:39])[CH3:38]. (5) Given the product [F:57][C:58]1[CH:59]=[C:60]([NH:66][C:12]2[C:17]([C:18]3[N:23]=[C:22]([CH3:24])[N:21]=[C:20]([N:25]([CH2:35][C:36]4[CH:41]=[CH:40][C:39]([O:42][CH3:43])=[CH:38][CH:37]=4)[CH2:26][C:27]4[CH:28]=[CH:29][C:30]([O:33][CH3:34])=[CH:31][CH:32]=4)[N:19]=3)=[CH:16][C:15]([C@H:44]([N:46]3[CH2:51][CH2:50][N:49]([S:52]([CH3:55])(=[O:54])=[O:53])[CH2:48][C@@H:47]3[CH3:56])[CH3:45])=[CH:14][N:13]=2)[CH:61]=[N:62][C:63]=1[O:64][CH3:65], predict the reactants needed to synthesize it. The reactants are: C[Si]([N-][Si](C)(C)C)(C)C.[Li+].F[C:12]1[C:17]([C:18]2[N:23]=[C:22]([CH3:24])[N:21]=[C:20]([N:25]([CH2:35][C:36]3[CH:41]=[CH:40][C:39]([O:42][CH3:43])=[CH:38][CH:37]=3)[CH2:26][C:27]3[CH:32]=[CH:31][C:30]([O:33][CH3:34])=[CH:29][CH:28]=3)[N:19]=2)=[CH:16][C:15]([C@H:44]([N:46]2[CH2:51][CH2:50][N:49]([S:52]([CH3:55])(=[O:54])=[O:53])[CH2:48][C@@H:47]2[CH3:56])[CH3:45])=[CH:14][N:13]=1.[F:57][C:58]1[CH:59]=[C:60]([NH2:66])[CH:61]=[N:62][C:63]=1[O:64][CH3:65].[NH4+].[Cl-]. (6) Given the product [Cl:1][C:2]1[CH:7]=[C:6]([O:8][C:9]2[C:18]3[C:13](=[CH:14][C:15]([O:20][CH3:21])=[C:16]([O:19][CH2:37][C:38]4[CH:43]=[CH:42][CH:41]=[CH:40][N:39]=4)[CH:17]=3)[N:12]=[CH:11][N:10]=2)[CH:5]=[CH:4][C:3]=1[NH:22][C:23]([NH:25][CH2:26][CH2:27][CH3:28])=[O:24], predict the reactants needed to synthesize it. The reactants are: [Cl:1][C:2]1[CH:7]=[C:6]([O:8][C:9]2[C:18]3[C:13](=[CH:14][C:15]([O:20][CH3:21])=[C:16]([OH:19])[CH:17]=3)[N:12]=[CH:11][N:10]=2)[CH:5]=[CH:4][C:3]=1[NH:22][C:23]([NH:25][CH2:26][CH2:27][CH3:28])=[O:24].C(=O)([O-])[O-].[K+].[K+].Cl.Cl[CH2:37][C:38]1[CH:43]=[CH:42][CH:41]=[CH:40][N:39]=1.O. (7) The reactants are: [CH2:1]([O:3][C@H:4]([C:42]([O:44]CC)=[O:43])[CH2:5][C:6]1[CH:41]=[CH:40][C:9]([O:10][CH2:11][CH2:12][N:13]2[C:22]3[C:17](=[CH:18][C:19]([C:23](=[N:35][O:36][CH3:37])[C:24]4[CH:34]=[CH:33][C:27]([C:28]([O:30]CC)=[O:29])=[CH:26][CH:25]=4)=[CH:20][CH:21]=3)[C:16]([CH3:39])([CH3:38])[CH2:15][CH2:14]2)=[CH:8][CH:7]=1)[CH3:2].[OH-].[Li+].Cl. Given the product [C:42]([C@@H:4]([O:3][CH2:1][CH3:2])[CH2:5][C:6]1[CH:7]=[CH:8][C:9]([O:10][CH2:11][CH2:12][N:13]2[C:22]3[C:17](=[CH:18][C:19]([C:23](=[N:35][O:36][CH3:37])[C:24]4[CH:25]=[CH:26][C:27]([C:28]([OH:30])=[O:29])=[CH:33][CH:34]=4)=[CH:20][CH:21]=3)[C:16]([CH3:39])([CH3:38])[CH2:15][CH2:14]2)=[CH:40][CH:41]=1)([OH:44])=[O:43], predict the reactants needed to synthesize it.